Dataset: Full USPTO retrosynthesis dataset with 1.9M reactions from patents (1976-2016). Task: Predict the reactants needed to synthesize the given product. (1) Given the product [F:1][C:2]([F:7])([F:6])[C:3]([OH:5])=[O:4].[F:8][C:9]1[CH:10]=[CH:11][C:12]([C:15]2[N:16]=[C:17]([NH:20][CH2:21][C:22]([N:25]3[CH2:29][CH2:28][CH2:27][CH2:26]3)=[O:24])[S:18][CH:19]=2)=[CH:13][CH:14]=1, predict the reactants needed to synthesize it. The reactants are: [F:1][C:2]([F:7])([F:6])[C:3]([OH:5])=[O:4].[F:8][C:9]1[CH:14]=[CH:13][C:12]([C:15]2[N:16]=[C:17]([NH:20][CH2:21][C:22]([OH:24])=O)[S:18][CH:19]=2)=[CH:11][CH:10]=1.[NH:25]1[CH2:29][CH2:28][CH2:27][CH2:26]1. (2) Given the product [Br:3][C:4]1[CH:5]=[C:6]([C:19]([NH:24][CH2:25][C:26]2[C:27](=[O:34])[NH:28][C:29]([CH3:33])=[CH:30][C:31]=2[CH3:32])=[O:21])[C:7]2[CH:12]=[N:11][N:10]([CH:13]3[CH2:14][CH2:15][CH2:16][CH2:17][CH2:18]3)[C:8]=2[N:9]=1, predict the reactants needed to synthesize it. The reactants are: [OH-].[Na+].[Br:3][C:4]1[CH:5]=[C:6]([C:19]([O:21]CC)=O)[C:7]2[CH:12]=[N:11][N:10]([CH:13]3[CH2:18][CH2:17][CH2:16][CH2:15][CH2:14]3)[C:8]=2[N:9]=1.[NH2:24][CH2:25][C:26]1[C:27](=[O:34])[NH:28][C:29]([CH3:33])=[CH:30][C:31]=1[CH3:32].C1CN([P+](ON2N=NC3C=CC=CC2=3)(N2CCCC2)N2CCCC2)CC1.F[P-](F)(F)(F)(F)F. (3) Given the product [F:12][C:10]1[CH:9]=[C:8]([F:13])[CH:7]=[C:6]2[C:11]=1[C:2]([NH:38][C:34]1[CH:35]=[N:36][CH:37]=[C:32]([N:29]3[CH2:30][CH2:31][O:26][CH2:27][CH2:28]3)[CH:33]=1)=[C:3]([CH3:25])[C:4]([C:14]1[CH:19]=[C:18]([F:20])[CH:17]=[CH:16][C:15]=1[S:21]([CH3:24])(=[O:23])=[O:22])=[N:5]2, predict the reactants needed to synthesize it. The reactants are: Cl[C:2]1[C:11]2[C:6](=[CH:7][C:8]([F:13])=[CH:9][C:10]=2[F:12])[N:5]=[C:4]([C:14]2[CH:19]=[C:18]([F:20])[CH:17]=[CH:16][C:15]=2[S:21]([CH3:24])(=[O:23])=[O:22])[C:3]=1[CH3:25].[O:26]1[CH2:31][CH2:30][N:29]([C:32]2[CH:33]=[C:34]([NH2:38])[CH:35]=[N:36][CH:37]=2)[CH2:28][CH2:27]1. (4) Given the product [CH3:22][N:18]1[C:19]2[CH:20]=[CH:21][C:9]([C:6]3[CH:5]=[CH:4][C:3]([OH:2])=[CH:8][CH:7]=3)=[CH:10][C:11]=2[C:12]2[CH2:13][CH2:14][CH2:15][CH2:16][C:17]1=2, predict the reactants needed to synthesize it. The reactants are: C[O:2][C:3]1[CH:8]=[CH:7][C:6]([C:9]2[CH:10]=[C:11]3[C:19](=[CH:20][CH:21]=2)[N:18]([CH3:22])[C:17]2[CH2:16][CH2:15][CH2:14][CH2:13][C:12]3=2)=[CH:5][CH:4]=1.B(Br)(Br)Br. (5) Given the product [Cl:1][C:2]1[CH:10]=[CH:9][CH:8]=[C:7]2[C:3]=1[CH:4]([NH:29][C:30]([CH3:34])([CH3:35])[CH2:31][S:47]([CH3:37])(=[O:51])=[O:49])[N:5]([C:12]1[CH:17]=[CH:16][C:15]([C:18]([F:27])([C:23]([F:26])([F:25])[F:24])[C:19]([F:21])([F:20])[F:22])=[CH:14][C:13]=1[CH3:28])[C:6]2=[O:11], predict the reactants needed to synthesize it. The reactants are: [Cl:1][C:2]1[CH:10]=[CH:9][CH:8]=[C:7]2[C:3]=1[CH:4]([NH:29][C:30]([CH3:35])([CH3:34])[CH2:31]SC)[N:5]([C:12]1[CH:17]=[CH:16][C:15]([C:18]([F:27])([C:23]([F:26])([F:25])[F:24])[C:19]([F:22])([F:21])[F:20])=[CH:14][C:13]=1[CH3:28])[C:6]2=[O:11].Cl[C:37]1C=CC=C(C(OO)=O)C=1.[S:47]([O-:51])([O-])(=[O:49])=S.[Na+].[Na+].C(=O)([O-])O.[Na+]. (6) Given the product [CH3:11][N:12]([CH3:14])/[CH:13]=[C:7](\[C:1]1[CH:6]=[CH:5][CH:4]=[CH:3][CH:2]=1)/[C:8](=[O:10])[CH3:9], predict the reactants needed to synthesize it. The reactants are: [C:1]1([CH2:7][C:8](=[O:10])[CH3:9])[CH:6]=[CH:5][CH:4]=[CH:3][CH:2]=1.[CH3:11][N:12]([CH:14](OC)OC)[CH3:13]. (7) Given the product [C:29]([C:31]1[CH:36]=[C:35]([C:2]2[CH:16]=[C:15]([CH2:17][NH:18][S:19]([C:22]3[CH:27]=[CH:26][C:25]([F:28])=[CH:24][CH:23]=3)(=[O:21])=[O:20])[CH:14]=[CH:13][C:3]=2[O:4][CH2:5][C:6]([O:8][C:9]([CH3:12])([CH3:11])[CH3:10])=[O:7])[CH:34]=[CH:33][CH:32]=1)#[N:30], predict the reactants needed to synthesize it. The reactants are: Br[C:2]1[CH:16]=[C:15]([CH2:17][NH:18][S:19]([C:22]2[CH:27]=[CH:26][C:25]([F:28])=[CH:24][CH:23]=2)(=[O:21])=[O:20])[CH:14]=[CH:13][C:3]=1[O:4][CH2:5][C:6]([O:8][C:9]([CH3:12])([CH3:11])[CH3:10])=[O:7].[C:29]([C:31]1[CH:32]=[C:33](B(O)O)[CH:34]=[CH:35][CH:36]=1)#[N:30].C([O-])([O-])=O.[K+].[K+]. (8) Given the product [C:1]([C:3]1[CH:4]=[N:5][C:6]2[C:11]([CH:12]=1)=[CH:10][C:9]([O:13][CH:14]([S:18][CH3:19])[C:15]([NH:52][C:53]([CH2:56][O:57][CH3:58])([CH3:59])[CH2:54][OH:55])=[O:17])=[CH:8][CH:7]=2)#[CH:2], predict the reactants needed to synthesize it. The reactants are: [C:1]([C:3]1[CH:4]=[N:5][C:6]2[C:11]([CH:12]=1)=[CH:10][C:9]([O:13][CH:14]([S:18][CH3:19])[C:15]([OH:17])=O)=[CH:8][CH:7]=2)#[CH:2].ON1C2N=CC=CC=2N=N1.F[B-](F)(F)F.N1(OC(N(C)C)=[N+](C)C)C2C=CC=CC=2N=N1.[NH2:52][C:53]([CH3:59])([CH2:56][O:57][CH3:58])[CH2:54][OH:55].[NH4+].[Cl-].